This data is from Peptide-MHC class II binding affinity with 134,281 pairs from IEDB. The task is: Regression. Given a peptide amino acid sequence and an MHC pseudo amino acid sequence, predict their binding affinity value. This is MHC class II binding data. The peptide sequence is AKRMIAISAKVARDI. The MHC is HLA-DQA10501-DQB10301 with pseudo-sequence HLA-DQA10501-DQB10301. The binding affinity (normalized) is 0.674.